Dataset: Forward reaction prediction with 1.9M reactions from USPTO patents (1976-2016). Task: Predict the product of the given reaction. Given the reactants [Cl:1][C:2]1[CH:7]=[C:6]2[NH:8][C:9](=[O:41])[C:10]3([CH:15]([C:16]4[CH:21]=[C:20]([Cl:22])[CH:19]=[CH:18][C:17]=4[O:23][C:24]4([C:28]([O:30]C)=[O:29])[CH2:27][CH2:26][CH2:25]4)[CH2:14][C:13](=[O:32])[NH:12][CH:11]3[C:33]3[CH:38]=[C:37]([F:39])[CH:36]=[CH:35][C:34]=3[CH3:40])[C:5]2=[CH:4][CH:3]=1.[OH-].[Na+], predict the reaction product. The product is: [Cl:1][C:2]1[CH:7]=[C:6]2[NH:8][C:9](=[O:41])[C:10]3([CH:15]([C:16]4[CH:21]=[C:20]([Cl:22])[CH:19]=[CH:18][C:17]=4[O:23][C:24]4([C:28]([OH:30])=[O:29])[CH2:27][CH2:26][CH2:25]4)[CH2:14][C:13](=[O:32])[NH:12][CH:11]3[C:33]3[CH:38]=[C:37]([F:39])[CH:36]=[CH:35][C:34]=3[CH3:40])[C:5]2=[CH:4][CH:3]=1.